Dataset: Catalyst prediction with 721,799 reactions and 888 catalyst types from USPTO. Task: Predict which catalyst facilitates the given reaction. (1) Reactant: [Cl:1][C:2]1[C:3]([F:19])=[C:4]([N:8]2[C:12]([CH3:13])=[C:11]([C:14]([O:16][CH2:17][CH3:18])=[O:15])[CH:10]=[N:9]2)[CH:5]=[CH:6][CH:7]=1.CN(C=C(C(=O)C)C(OCC)=O)C.Cl.ClC1C(F)=C(NN)C=CC=1. Product: [Cl:1][C:2]1[C:3]([F:19])=[C:4]([N:8]2[C:12]([CH3:13])=[C:11]([C:14]([OH:16])=[O:15])[CH:10]=[N:9]2)[CH:5]=[CH:6][CH:7]=1.[Cl:1][C:2]1[C:3]([F:19])=[C:4]([N:8]2[C:12]([CH3:13])=[C:11]([C:14]([O:16][CH2:17][CH3:18])=[O:15])[CH:10]=[N:9]2)[CH:5]=[CH:6][CH:7]=1. The catalyst class is: 14. (2) Reactant: [CH:1]1([C@@H:4]([NH2:6])[CH3:5])[CH2:3][CH2:2]1.[CH:7](=O)[C:8]1[CH:13]=[CH:12][CH:11]=[CH:10][CH:9]=1.[BH-](OC(C)=O)(OC(C)=O)OC(C)=O.[Na+]. Product: [CH2:7]([NH:6][C@@H:4]([CH:1]1[CH2:3][CH2:2]1)[CH3:5])[C:8]1[CH:13]=[CH:12][CH:11]=[CH:10][CH:9]=1. The catalyst class is: 5. (3) Reactant: [BH4-].[Na+].[CH3:3][CH:4]1[CH2:12][C:11]2[C:6](=[C:7]([C:14]3[CH:19]=[CH:18][C:17]([C:20]([CH3:23])([CH3:22])[CH3:21])=[CH:16][CH:15]=3)[CH:8]=[C:9]([CH3:13])[CH:10]=2)[C:5]1=O.C1(C)C=CC=CC=1.S(=O)(=O)(O)O. Product: [CH3:3][C:4]1[CH2:12][C:11]2[C:6]([CH:5]=1)=[C:7]([C:14]1[CH:15]=[CH:16][C:17]([C:20]([CH3:23])([CH3:22])[CH3:21])=[CH:18][CH:19]=1)[CH:8]=[C:9]([CH3:13])[CH:10]=2. The catalyst class is: 5. (4) Reactant: [C:1]([C:4]1[C:8]([NH:9][C:10]([NH2:12])=[O:11])=[CH:7][N:6]([C:13]2[CH:18]=[CH:17][C:16]([S:19][C:20]3[CH:25]=[CH:24][N:23]=[CH:22][CH:21]=3)=[CH:15][CH:14]=2)[N:5]=1)(=[O:3])[NH2:2].[OH:26]O. Product: [C:1]([C:4]1[C:8]([NH:9][C:10]([NH2:12])=[O:11])=[CH:7][N:6]([C:13]2[CH:14]=[CH:15][C:16]([S:19]([C:20]3[CH:25]=[CH:24][N:23]=[CH:22][CH:21]=3)=[O:26])=[CH:17][CH:18]=2)[N:5]=1)(=[O:3])[NH2:2]. The catalyst class is: 15. (5) Reactant: [CH3:1][C:2]1[O:6][N:5]=[C:4]([C:7]2[CH:8]=[C:9]([CH:14]=[CH:15][CH:16]=2)[C:10](OC)=[O:11])[N:3]=1.C1COCC1.[Li+].[BH4-].Cl. Product: [CH3:1][C:2]1[O:6][N:5]=[C:4]([C:7]2[CH:8]=[C:9]([CH2:10][OH:11])[CH:14]=[CH:15][CH:16]=2)[N:3]=1. The catalyst class is: 6. (6) Product: [F:1][C:2]1[CH:3]=[C:4]([CH:17]=[CH:18][CH:19]=1)[CH2:5][NH:6][C:7]([NH:9][C:10]1[S:11][CH:12]=[C:13]([CH2:15][NH:20][CH2:21][CH2:22][OH:23])[N:14]=1)=[O:8]. Reactant: [F:1][C:2]1[CH:3]=[C:4]([CH:17]=[CH:18][CH:19]=1)[CH2:5][NH:6][C:7]([NH:9][C:10]1[S:11][CH:12]=[C:13]([CH2:15]I)[N:14]=1)=[O:8].[NH2:20][CH2:21][CH2:22][OH:23].O. The catalyst class is: 7. (7) Reactant: [C:1](=[O:4])([O-:3])[O-:2].[Ba+2].O=C(O)[C@@H]([C@H]([C@@H]([C@@H](CO)O)O)O)O.[C:19](=[O:22])([O-:21])[O-:20].[Na+:23].[Na+].C(=O)([O-])O.[Na+].O=C([O-])[C@@H]([C@H]([C@@H]([C@@H](CO)O)O)O)O.[K+]. Product: [C:1](=[O:2])([O-:4])[O-:3].[Na+:23].[Na+:23].[C:19](=[O:20])([O-:22])[OH:21].[Na+:23]. The catalyst class is: 86.